This data is from Reaction yield outcomes from USPTO patents with 853,638 reactions. The task is: Predict the reaction yield, written as a fraction of the theoretical maximum amount of product (1.0 means a 100% yield; for example, 0.34 means a 34% yield). (1) The product is [Br:1][C:2]1[CH:3]=[C:4]([C:12]2[N:16]=[C:15]([C:17]3[CH:24]=[CH:23][C:20]([CH:37]([O:40][CH3:41])[O:42][CH3:43])=[CH:19][CH:18]=3)[O:14][N:13]=2)[CH:5]=[CH:6][C:7]=1[O:8][CH:9]([CH3:10])[CH3:11]. The reactants are [Br:1][C:2]1[CH:3]=[C:4]([C:12]2[N:16]=[C:15]([C:17]3[CH:24]=[CH:23][C:20](C=O)=[CH:19][CH:18]=3)[O:14][N:13]=2)[CH:5]=[CH:6][C:7]=1[O:8][CH:9]([CH3:11])[CH3:10].O.C1(C)C=CC(S(O)(=O)=O)=CC=1.[CH:37]([O:42][CH3:43])([O:40][CH3:41])OC. The catalyst is CO. The yield is 0.960. (2) The reactants are [Li+].CC([N-]C(C)C)C.[CH2:9]([O:11][C:12](=[O:21])[CH:13]([C:15]1[CH:20]=[CH:19][CH:18]=[CH:17][CH:16]=1)[CH3:14])[CH3:10].[Br:22][CH2:23][CH2:24][CH2:25][CH2:26]Br.[NH4+].[Cl-]. The catalyst is C1COCC1.CN1C(=O)N(C)CCC1. The product is [Br:22][CH2:23][CH2:24][CH2:25][CH2:26][C:13]([CH3:14])([C:15]1[CH:20]=[CH:19][CH:18]=[CH:17][CH:16]=1)[C:12]([O:11][CH2:9][CH3:10])=[O:21]. The yield is 0.990. (3) The product is [CH3:39][O:38][C:35]1[CH:36]=[CH:37][C:32]([CH2:31][C:30]([NH:29][C:26]2[CH:27]=[CH:28][C:23]([C:22]([N:21]([CH2:20][C:19]([OH:18])=[O:72])[CH2:46][C:47]3[CH:48]=[CH:49][C:50]([C:51]4[O:53][CH:54]=[C:55]([C:57]5[CH:58]=[CH:59][C:60]([C:63]6[CH:64]=[CH:65][C:66]([CH3:69])=[CH:67][CH:68]=6)=[CH:61][CH:62]=5)[N:4]=4)=[CH:70][CH:71]=3)=[O:45])=[CH:24][CH:25]=2)=[O:44])=[C:33]([C:40]([F:42])([F:43])[F:41])[CH:34]=1. The reactants are C([NH2:4])(=O)C.B(F)(F)F.CCOCC.C([O:18][C:19](=[O:72])[CH2:20][N:21]([CH2:46][C:47]1[CH:71]=[CH:70][C:50]([C:51]([O:53][CH2:54][C:55]([C:57]2[CH:62]=[CH:61][C:60]([C:63]3[CH:68]=[CH:67][C:66]([CH3:69])=[CH:65][CH:64]=3)=[CH:59][CH:58]=2)=O)=O)=[CH:49][CH:48]=1)[C:22](=[O:45])[C:23]1[CH:28]=[CH:27][C:26]([NH:29][C:30](=[O:44])[CH2:31][C:32]2[CH:37]=[CH:36][C:35]([O:38][CH3:39])=[CH:34][C:33]=2[C:40]([F:43])([F:42])[F:41])=[CH:25][CH:24]=1)(C)(C)C.N#N. The yield is 0.430. The catalyst is C(Cl)Cl.C(#N)C. (4) The reactants are [CH:1]1([NH:5][C:6]2[C:11](Br)=[N:10][C:9]([Br:13])=[CH:8][N:7]=2)[CH2:4][CH2:3][CH2:2]1.[OH-:14].[K+].C. The catalyst is O. The product is [Br:13][C:9]1[N:10]=[C:11]([OH:14])[C:6]([NH:5][CH:1]2[CH2:4][CH2:3][CH2:2]2)=[N:7][CH:8]=1. The yield is 0.800. (5) The reactants are [F:1][C:2]1[CH:7]=[C:6]([F:8])[CH:5]=[CH:4][C:3]=1[OH:9].C1(C)C=CC=CC=1.C(N(CC)CC)C.[CH3:24][S:25](Cl)(=[O:27])=[O:26]. The catalyst is O. The product is [CH3:24][S:25]([O:9][C:3]1[CH:4]=[CH:5][C:6]([F:8])=[CH:7][C:2]=1[F:1])(=[O:27])=[O:26]. The yield is 0.940.